This data is from Reaction yield outcomes from USPTO patents with 853,638 reactions. The task is: Predict the reaction yield, written as a fraction of the theoretical maximum amount of product (1.0 means a 100% yield; for example, 0.34 means a 34% yield). (1) The reactants are Cl.Cl.[NH2:3][C@@H:4]1[CH:9]2[CH2:10][CH2:11][N:6]([CH2:7][CH2:8]2)[CH2:5]1.[H-].[Na+].[F:14][C:15]1[CH:20]=[CH:19][C:18]([N:21]2[C:29]3[CH:28]=[CH:27][CH:26]=[C:25]([C:30]([O:32][CH3:33])=[O:31])[C:24]=3[C:23]([CH:34]=O)=[N:22]2)=[CH:17][CH:16]=1.C(O[BH-](OC(=O)C)OC(=O)C)(=O)C.[Na+]. The catalyst is ClCCl.C(O)(=O)C. The product is [F:14][C:15]1[CH:16]=[CH:17][C:18]([N:21]2[C:29]3[CH:28]=[CH:27][CH:26]=[C:25]([C:30]([O:32][CH3:33])=[O:31])[C:24]=3[C:23]([CH2:34][NH:3][C@@H:4]3[CH:9]4[CH2:10][CH2:11][N:6]([CH2:7][CH2:8]4)[CH2:5]3)=[N:22]2)=[CH:19][CH:20]=1. The yield is 0.800. (2) The reactants are Br[C:2]1[CH:10]=[CH:9][CH:8]=[C:7]2[C:3]=1[CH2:4][CH2:5][C:6]2=[O:11].B([O-])O[CH2:14][CH3:15].C(=O)([O-])[O-].[K+].[K+]. The catalyst is C1(C)C=CC=CC=1.[Ag]=O. The product is [CH2:14]([C:2]1[CH:10]=[CH:9][CH:8]=[C:7]2[C:3]=1[CH2:4][CH2:5][C:6]2=[O:11])[CH3:15]. The yield is 0.920. (3) The reactants are [OH:1][CH2:2][CH2:3][CH2:4][S:5]([O-:8])(=[O:7])=[O:6].[C:9]1([S+:15]([C:22]2[CH:27]=[CH:26][CH:25]=[CH:24][CH:23]=2)[C:16]2[CH:21]=[CH:20][CH:19]=[CH:18][CH:17]=2)[CH:14]=[CH:13][CH:12]=[CH:11][CH:10]=1.C(N(CC)CC)C.[C:35]12([C:45](Cl)=[O:46])[CH2:44][CH:39]3[CH2:40][CH:41]([CH2:43][CH:37]([CH2:38]3)[CH2:36]1)[CH2:42]2.Cl. The catalyst is C(Cl)Cl. The product is [C:35]12([C:45]([O:1][CH2:2][CH2:3][CH2:4][S:5]([O-:8])(=[O:7])=[O:6])=[O:46])[CH2:42][CH:41]3[CH2:40][CH:39]([CH2:38][CH:37]([CH2:43]3)[CH2:36]1)[CH2:44]2.[C:22]1([S+:15]([C:9]2[CH:10]=[CH:11][CH:12]=[CH:13][CH:14]=2)[C:16]2[CH:21]=[CH:20][CH:19]=[CH:18][CH:17]=2)[CH:23]=[CH:24][CH:25]=[CH:26][CH:27]=1. The yield is 0.790. (4) The reactants are COC([C:5]1([NH2:10])[CH2:9][CH:8]=[CH:7][S:6]1)=O.C(N(CC)CC)C.[CH3:18][S:19](Cl)(=[O:21])=[O:20].[CH3:23][O-:24].[Na+].[CH3:26][OH:27]. The catalyst is C(Cl)Cl. The product is [CH3:18][S:19]([NH:10][C:5]1[S:6][CH:7]=[CH:8][C:9]=1[C:23]([O:27][CH3:26])=[O:24])(=[O:21])=[O:20]. The yield is 0.880. (5) The reactants are [CH2:1]([OH:8])[CH2:2][CH2:3][CH2:4][CH2:5][CH2:6][CH3:7].[CH3:9][C:10]1[CH:11]=[C:12](I)[CH:13]=[C:14]([CH3:16])[CH:15]=1.N1C2C(=CC=C3C=2N=CC=C3)C=CC=1.C([O-])([O-])=O.[Cs+].[Cs+].CCCCCCCCCCCC. The catalyst is [Cu]I.CC1C=CC=CC=1C. The product is [CH2:1]([O:8][C:12]1[CH:13]=[C:14]([CH3:16])[CH:15]=[C:10]([CH3:9])[CH:11]=1)[CH2:2][CH2:3][CH2:4][CH2:5][CH2:6][CH3:7]. The yield is 0.640. (6) The reactants are Cl.[CH3:2][O:3][C:4]1[CH:5]=[C:6]([CH:8]=[C:9]([O:11][CH3:12])[CH:10]=1)[NH2:7].[C:13](Cl)(=[O:17])[C:14](Cl)=[O:15]. No catalyst specified. The product is [CH3:12][O:11][C:9]1[CH:10]=[C:4]([O:3][CH3:2])[CH:5]=[C:6]2[C:8]=1[C:13](=[O:17])[C:14](=[O:15])[NH:7]2. The yield is 1.00.